Dataset: NCI-60 drug combinations with 297,098 pairs across 59 cell lines. Task: Regression. Given two drug SMILES strings and cell line genomic features, predict the synergy score measuring deviation from expected non-interaction effect. (1) Drug 1: C(=O)(N)NO. Drug 2: C1=NC2=C(N=C(N=C2N1C3C(C(C(O3)CO)O)F)Cl)N. Cell line: HOP-92. Synergy scores: CSS=6.01, Synergy_ZIP=-5.08, Synergy_Bliss=0.409, Synergy_Loewe=-18.4, Synergy_HSA=-2.15. (2) Drug 1: C1=CN(C(=O)N=C1N)C2C(C(C(O2)CO)O)O.Cl. Drug 2: CCC1(CC2CC(C3=C(CCN(C2)C1)C4=CC=CC=C4N3)(C5=C(C=C6C(=C5)C78CCN9C7C(C=CC9)(C(C(C8N6C=O)(C(=O)OC)O)OC(=O)C)CC)OC)C(=O)OC)O.OS(=O)(=O)O. Cell line: MDA-MB-231. Synergy scores: CSS=24.0, Synergy_ZIP=-1.09, Synergy_Bliss=1.65, Synergy_Loewe=2.05, Synergy_HSA=2.80. (3) Drug 1: C#CCC(CC1=CN=C2C(=N1)C(=NC(=N2)N)N)C3=CC=C(C=C3)C(=O)NC(CCC(=O)O)C(=O)O. Drug 2: C1CN(P(=O)(OC1)NCCCl)CCCl. Cell line: MALME-3M. Synergy scores: CSS=-2.51, Synergy_ZIP=14.2, Synergy_Bliss=3.97, Synergy_Loewe=0.914, Synergy_HSA=-2.86. (4) Drug 1: CC1C(C(CC(O1)OC2CC(CC3=C2C(=C4C(=C3O)C(=O)C5=C(C4=O)C(=CC=C5)OC)O)(C(=O)CO)O)N)O.Cl. Drug 2: COC1=CC(=CC(=C1O)OC)C2C3C(COC3=O)C(C4=CC5=C(C=C24)OCO5)OC6C(C(C7C(O6)COC(O7)C8=CC=CS8)O)O. Cell line: NCI-H522. Synergy scores: CSS=50.0, Synergy_ZIP=1.62, Synergy_Bliss=4.15, Synergy_Loewe=-4.07, Synergy_HSA=4.34. (5) Drug 1: CS(=O)(=O)C1=CC(=C(C=C1)C(=O)NC2=CC(=C(C=C2)Cl)C3=CC=CC=N3)Cl. Drug 2: CNC(=O)C1=NC=CC(=C1)OC2=CC=C(C=C2)NC(=O)NC3=CC(=C(C=C3)Cl)C(F)(F)F. Cell line: HL-60(TB). Synergy scores: CSS=-7.37, Synergy_ZIP=0.815, Synergy_Bliss=-16.9, Synergy_Loewe=-38.2, Synergy_HSA=-21.3.